From a dataset of Catalyst prediction with 721,799 reactions and 888 catalyst types from USPTO. Predict which catalyst facilitates the given reaction. Reactant: [Br:1][C:2]1[CH:15]=[CH:14][C:13]2[O:12][C:11]3[C:6](=[CH:7][C:8](I)=[CH:9][CH:10]=3)[C@@:5]3([CH2:20][O:19][C:18]([NH2:21])=[N:17]3)[C:4]=2[CH:3]=1.[C:22]([O:26][CH3:27])(=[O:25])[CH:23]=[CH2:24].P.C(N(CC)CC)C. Product: [NH2:21][C:18]1[O:19][CH2:20][C@@:5]2([N:17]=1)[C:4]1[CH:3]=[C:2]([Br:1])[CH:15]=[CH:14][C:13]=1[O:12][C:11]1[C:6]2=[CH:7][C:8](/[CH:24]=[CH:23]/[C:22]([O:26][CH3:27])=[O:25])=[CH:9][CH:10]=1. The catalyst class is: 274.